Task: Regression/Classification. Given a drug SMILES string, predict its absorption, distribution, metabolism, or excretion properties. Task type varies by dataset: regression for continuous measurements (e.g., permeability, clearance, half-life) or binary classification for categorical outcomes (e.g., BBB penetration, CYP inhibition). Dataset: cyp3a4_veith.. Dataset: CYP3A4 inhibition data for predicting drug metabolism from PubChem BioAssay The compound is CCOC(=O)CCN1C(=O)[C@H]2CC[C@H]3/C(=N\OCc4ccccc4)C[C@@H](O)[C@@H](O)[C@@H]3[C@@H]2C1=O. The result is 0 (non-inhibitor).